Dataset: Forward reaction prediction with 1.9M reactions from USPTO patents (1976-2016). Task: Predict the product of the given reaction. Given the reactants [CH2:1]([O:3][C:4](OCC)(OCC)[CH3:5])[CH3:2].[C:12]([CH2:14][C:15]([O:17][CH2:18][CH3:19])=[O:16])#[N:13], predict the reaction product. The product is: [C:12](/[C:14](=[C:1](\[O:3][CH2:4][CH3:5])/[CH3:2])/[C:15]([O:17][CH2:18][CH3:19])=[O:16])#[N:13].